Dataset: NCI-60 drug combinations with 297,098 pairs across 59 cell lines. Task: Regression. Given two drug SMILES strings and cell line genomic features, predict the synergy score measuring deviation from expected non-interaction effect. Drug 1: C1=C(C(=O)NC(=O)N1)N(CCCl)CCCl. Drug 2: C1=CN(C=N1)CC(O)(P(=O)(O)O)P(=O)(O)O. Cell line: SF-539. Synergy scores: CSS=5.70, Synergy_ZIP=-11.3, Synergy_Bliss=-21.7, Synergy_Loewe=-26.5, Synergy_HSA=-19.9.